From a dataset of Forward reaction prediction with 1.9M reactions from USPTO patents (1976-2016). Predict the product of the given reaction. (1) Given the reactants [C:1]([C:3]([C:6]1[CH:11]=[CH:10][C:9](B(O)O)=[CH:8][CH:7]=1)([CH3:5])[CH3:4])#[N:2].[C:15]1(=O)[CH2:20][CH2:19][CH2:18][CH:17]=[CH:16]1, predict the reaction product. The product is: [CH3:4][C:3]([C:6]1[CH:11]=[CH:10][C:9]([CH:17]2[CH2:18][CH2:19][CH2:20][CH:15]([NH:2][C@@H:1]([C:16]3[C:15]4[C:20](=[CH:11][CH:6]=[CH:7][CH:8]=4)[CH:19]=[CH:18][CH:17]=3)[CH3:3])[CH2:16]2)=[CH:8][CH:7]=1)([CH3:5])[C:1]#[N:2]. (2) The product is: [ClH:37].[CH3:36][C:34]1[CH:33]=[C:4]([CH:3]=[C:2]([CH3:1])[CH:35]=1)[O:5][C:6]1[CH:11]=[CH:10][C:9]([C:12]2[NH:16][N:15]=[N:14][N:13]=2)=[CH:8][C:7]=1[S:17]([N:20]1[CH2:25][CH2:24][NH:23][CH2:22][CH2:21]1)(=[O:18])=[O:19]. Given the reactants [CH3:1][C:2]1[CH:3]=[C:4]([CH:33]=[C:34]([CH3:36])[CH:35]=1)[O:5][C:6]1[CH:11]=[CH:10][C:9]([C:12]2[NH:16][N:15]=[N:14][N:13]=2)=[CH:8][C:7]=1[S:17]([N:20]1[CH2:25][CH2:24][N:23](C(OC(C)(C)C)=O)[CH2:22][CH2:21]1)(=[O:19])=[O:18].[ClH:37], predict the reaction product. (3) Given the reactants [Si]([O:8][C:9]1[C:10]([NH2:33])=[N:11][C:12]([C:16]2[C:24]3[C:19](=[N:20][CH:21]=[CH:22][CH:23]=3)[N:18]([CH2:25][C:26]3[CH:31]=[CH:30][CH:29]=[CH:28][C:27]=3[F:32])[N:17]=2)=[N:13][C:14]=1[NH2:15])(C(C)(C)C)(C)C.Cl, predict the reaction product. The product is: [NH2:33][C:10]1[C:9]([OH:8])=[C:14]([NH2:15])[N:13]=[C:12]([C:16]2[C:24]3[C:19](=[N:20][CH:21]=[CH:22][CH:23]=3)[N:18]([CH2:25][C:26]3[CH:31]=[CH:30][CH:29]=[CH:28][C:27]=3[F:32])[N:17]=2)[N:11]=1. (4) Given the reactants [F:1][C:2]1[CH:7]=[CH:6][C:5]([C:8]2[CH:13]=[CH:12][C:11]([CH2:14][CH2:15][C:16](O)=[O:17])=[CH:10][CH:9]=2)=[CH:4][CH:3]=1.[Br-].[K+].Cl[O-].[Na+].C(=O)(O)[O-].[Na+], predict the reaction product. The product is: [F:1][C:2]1[CH:3]=[CH:4][C:5]([C:8]2[CH:13]=[CH:12][C:11]([CH2:14][CH2:15][CH:16]=[O:17])=[CH:10][CH:9]=2)=[CH:6][CH:7]=1. (5) Given the reactants [CH2:1]([NH:8][CH2:9][CH:10]1[CH2:15][O:14][C:13]2[CH:16]=[CH:17][C:18]([N+:25]([O-])=O)=[C:19]([CH2:20][C:21](OC)=[O:22])[C:12]=2[O:11]1)[C:2]1[CH:7]=[CH:6][CH:5]=[CH:4][CH:3]=1, predict the reaction product. The product is: [CH2:1]([NH:8][CH2:9][CH:10]1[O:11][C:12]2=[C:19]3[C:18](=[CH:17][CH:16]=[C:13]2[O:14][CH2:15]1)[NH:25][C:21](=[O:22])[CH2:20]3)[C:2]1[CH:7]=[CH:6][CH:5]=[CH:4][CH:3]=1. (6) Given the reactants [ClH:1].O1CCOCC1.OC(C(F)(F)F)=O.[Cl:15][C:16]1[CH:21]=[CH:20][CH:19]=[CH:18][C:17]=1[C:22]1[O:26][C:25]([C:27]([N:29]2[CH2:34][CH2:33][N:32](C(OC(C)(C)C)=O)[CH2:31][CH:30]2[CH2:42][O:43][C:44]2[CH:45]=[N:46][CH:47]=[CH:48][CH:49]=2)=[O:28])=[CH:24][CH:23]=1, predict the reaction product. The product is: [ClH:15].[ClH:1].[Cl:15][C:16]1[CH:21]=[CH:20][CH:19]=[CH:18][C:17]=1[C:22]1[O:26][C:25]([C:27]([N:29]2[CH2:34][CH2:33][NH:32][CH2:31][CH:30]2[CH2:42][O:43][C:44]2[CH:45]=[N:46][CH:47]=[CH:48][CH:49]=2)=[O:28])=[CH:24][CH:23]=1. (7) Given the reactants C(NC(C)C)(C)C.CN(C)CCN(C)C.C([Li])CCC.C(N(CC)[C:24](=[O:39])[C:25]1[CH:30]=[CH:29][CH:28]=[N:27][C:26]=1[NH:31][C:32]1[CH:37]=[CH:36][CH:35]=[CH:34][C:33]=1[CH3:38])C, predict the reaction product. The product is: [N:27]1[C:26]2[NH:31][C:32]3[CH:37]=[CH:36][CH:35]=[CH:34][C:33]=3[CH2:38][C:24](=[O:39])[C:25]=2[CH:30]=[CH:29][CH:28]=1. (8) Given the reactants [O:1]=[C:2]([N:10]1[CH2:15][CH2:14][CH2:13][CH2:12][CH:11]1[C:16]([O:18]CC)=[O:17])[C:3](=[O:9])[C:4]([CH3:8])([CH3:7])[CH2:5][CH3:6].[Li+].[OH-].CO.Cl, predict the reaction product. The product is: [O:1]=[C:2]([N:10]1[CH2:15][CH2:14][CH2:13][CH2:12][CH:11]1[C:16]([OH:18])=[O:17])[C:3](=[O:9])[C:4]([CH3:7])([CH3:8])[CH2:5][CH3:6]. (9) Given the reactants [CH2:1]([O:3][C:4](=[O:25])[C:5]1[CH:10]=[CH:9][C:8]([N:11]2[C:19]3[C:14](=[CH:15][CH:16]=[C:17]([N+:20]([O-:22])=[O:21])[CH:18]=3)[C:13]([CH:23]=O)=[CH:12]2)=[CH:7][CH:6]=1)[CH3:2].Cl.[NH2:27]O.C(OC(=O)C)(=O)C.Cl, predict the reaction product. The product is: [CH2:1]([O:3][C:4](=[O:25])[C:5]1[CH:10]=[CH:9][C:8]([N:11]2[C:19]3[C:14](=[CH:15][CH:16]=[C:17]([N+:20]([O-:22])=[O:21])[CH:18]=3)[C:13]([C:23]#[N:27])=[CH:12]2)=[CH:7][CH:6]=1)[CH3:2]. (10) Given the reactants [Br:1][C:2]1[C:3]([CH2:23][OH:24])=[C:4]([N:8]2[CH2:17][CH2:16][C:15]3[C:10](=[CH:11][CH:12]=[C:13]([C:18]([OH:21])([CH3:20])[CH3:19])[CH:14]=3)[C:9]2=[O:22])[CH:5]=[CH:6][CH:7]=1.[C:25](OC(=O)C)(=[O:27])[CH3:26], predict the reaction product. The product is: [Br:1][C:2]1[CH:7]=[CH:6][CH:5]=[C:4]([N:8]2[CH2:17][CH2:16][C:15]3[C:10](=[CH:11][CH:12]=[C:13]([C:18]([OH:21])([CH3:19])[CH3:20])[CH:14]=3)[C:9]2=[O:22])[C:3]=1[CH2:23][O:24][C:25](=[O:27])[CH3:26].